Dataset: Full USPTO retrosynthesis dataset with 1.9M reactions from patents (1976-2016). Task: Predict the reactants needed to synthesize the given product. (1) Given the product [F:25][C:19]1[CH:20]=[C:21]([F:24])[CH:22]=[CH:23][C:18]=1[C:16]1[CH:17]=[C:12]([N:9]2[C:6]3=[N:7][CH:8]=[C:3]([C:1]4[N:32]=[N:31][N:30]([CH:33]5[CH2:38][CH2:37][O:36][CH2:35][CH2:34]5)[CH:2]=4)[CH:4]=[C:5]3[N:11]=[CH:10]2)[CH:13]=[C:14]([NH:26][C:27](=[O:29])[CH3:28])[CH:15]=1, predict the reactants needed to synthesize it. The reactants are: [C:1]([C:3]1[CH:4]=[C:5]2[N:11]=[CH:10][N:9]([C:12]3[CH:13]=[C:14]([NH:26][C:27](=[O:29])[CH3:28])[CH:15]=[C:16]([C:18]4[CH:23]=[CH:22][C:21]([F:24])=[CH:20][C:19]=4[F:25])[CH:17]=3)[C:6]2=[N:7][CH:8]=1)#[CH:2].[N:30]([CH:33]1[CH2:38][CH2:37][O:36][CH2:35][CH2:34]1)=[N+:31]=[N-:32]. (2) Given the product [Cl:1][C:2]1[C:3]2[CH2:14][CH2:13][C:12](=[CH:15][CH2:16][NH:17][C:25](=[O:27])[CH3:26])[C:4]=2[C:5]2[C:9]([CH:10]=1)=[N:8][N:7]([CH3:11])[CH:6]=2, predict the reactants needed to synthesize it. The reactants are: [Cl:1][C:2]1[C:3]2[CH2:14][CH2:13][C:12](=[CH:15][CH2:16][NH2:17])[C:4]=2[C:5]2[C:9]([CH:10]=1)=[N:8][N:7]([CH3:11])[CH:6]=2.C(N(CC)CC)C.[C:25](OC(=O)C)(=[O:27])[CH3:26]. (3) The reactants are: [F:1][C:2]1[CH:7]=[CH:6][CH:5]=[C:4]([F:8])[C:3]=1[C:9](=[O:19])[CH2:10][CH2:11][C:12]([O:14]C(C)(C)C)=[O:13].FC(F)(F)C(O)=O. Given the product [F:1][C:2]1[CH:7]=[CH:6][CH:5]=[C:4]([F:8])[C:3]=1[C:9](=[O:19])[CH2:10][CH2:11][C:12]([OH:14])=[O:13], predict the reactants needed to synthesize it. (4) Given the product [CH3:43][C:44]([Si:47]([CH3:60])([CH3:59])[O:48][CH2:49][C:50]1[CH:51]=[C:52]([C:37]2[CH:38]=[CH:39][CH:40]=[C:35]([CH2:34][NH:30][C:31](=[O:33])[O:32][C:19]([CH3:18])([CH3:14])[CH3:20])[C:36]=2[F:42])[CH:53]=[CH:54][CH:55]=1)([CH3:46])[CH3:45], predict the reactants needed to synthesize it. The reactants are: C1C=CC(P([C:14]2[CH:19]=[CH:18]C=CC=2)C2C=CC=CC=2)=CC=1.[C:20]([O-])([O-])=O.[K+].[K+].CC([N:30]([CH2:34][C:35]1[CH:40]=[CH:39][CH:38]=[C:37](Br)[C:36]=1[F:42])[C:31](=[O:33])[O-:32])(C)C.[CH3:43][C:44]([Si:47]([CH3:60])([CH3:59])[O:48][CH2:49][C:50]1[CH:51]=[C:52](B(O)O)[CH:53]=[CH:54][CH:55]=1)([CH3:46])[CH3:45]. (5) Given the product [F:1][C:2]1[CH:7]=[CH:6][C:5]([C:8]([C:14]2[CH:15]=[CH:16][C:17]([F:20])=[CH:18][CH:19]=2)([CH:11]([CH3:13])[CH3:12])[C:9]([NH2:10])=[O:22])=[CH:4][CH:3]=1, predict the reactants needed to synthesize it. The reactants are: [F:1][C:2]1[CH:7]=[CH:6][C:5]([C:8]([C:14]2[CH:19]=[CH:18][C:17]([F:20])=[CH:16][CH:15]=2)([CH:11]([CH3:13])[CH3:12])[C:9]#[N:10])=[CH:4][CH:3]=1.S(=O)(=O)(O)[OH:22].[OH-].[NH4+]. (6) Given the product [CH3:22][CH:20]([CH3:21])[CH:19]=[CH:18][Si:26]([O:30][CH2:31][CH3:32])([O:27][CH2:28][CH3:29])[O:25][CH2:23][CH3:24], predict the reactants needed to synthesize it. The reactants are: N#N.C(=O)=O.CC(O)C.C[Mg]Cl.C1COCC1.[CH2:18]=[CH:19][C:20](=[CH2:22])[CH3:21].[CH2:23]([O:25][SiH:26]([O:30][CH2:31][CH3:32])[O:27][CH2:28][CH3:29])[CH3:24]. (7) Given the product [NH2:33][C:28]1[N:27]=[CH:26][C:25]2[C:30](=[CH:31][CH:32]=[C:23]([C:2]3[C:7]([CH3:8])=[CH:6][N:5]=[C:4]([C:9]([NH:11][CH:12]4[CH2:14][CH2:13]4)=[O:10])[CH:3]=3)[CH:24]=2)[N:29]=1, predict the reactants needed to synthesize it. The reactants are: Cl[C:2]1[C:7]([CH3:8])=[CH:6][N:5]=[C:4]([C:9]([NH:11][CH:12]2[CH2:14][CH2:13]2)=[O:10])[CH:3]=1.CC1(C)C(C)(C)OB([C:23]2[CH:24]=[C:25]3[C:30](=[CH:31][CH:32]=2)[N:29]=[C:28]([NH2:33])[N:27]=[CH:26]3)O1. (8) Given the product [F:1][C:2]1[CH:9]=[CH:8][C:5]([CH2:6][N:17]2[CH2:22][CH2:21][CH2:20][CH2:19][CH2:18]2)=[CH:4][C:3]=1[N+:10]([O-:12])=[O:11], predict the reactants needed to synthesize it. The reactants are: [F:1][C:2]1[CH:9]=[CH:8][C:5]([CH:6]=O)=[CH:4][C:3]=1[N+:10]([O-:12])=[O:11].C(O)(=O)C.[NH:17]1[CH2:22][CH2:21][CH2:20][CH2:19][CH2:18]1.C(O[BH-](OC(=O)C)OC(=O)C)(=O)C.[Na+].Cl. (9) The reactants are: [C:1]([C@@H:5]1[CH2:10][CH2:9][C@H:8]([C:11]([OH:13])=O)[CH2:7][CH2:6]1)([CH3:4])([CH3:3])[CH3:2].C(Cl)(=O)C([Cl:17])=O. Given the product [C:1]([C@@H:5]1[CH2:10][CH2:9][C@H:8]([C:11]([Cl:17])=[O:13])[CH2:7][CH2:6]1)([CH3:4])([CH3:3])[CH3:2], predict the reactants needed to synthesize it. (10) Given the product [F:21][C:2]1([CH2:34][OH:39])[CH2:3][CH2:4][N:5]([C:8]([O:10][CH2:11][C:14]2[CH:19]=[CH:20][CH:15]=[CH:16][CH:17]=2)=[O:9])[CH2:6][CH2:7]1, predict the reactants needed to synthesize it. The reactants are: O=[C:2]1[CH2:7][CH2:6][N:5]([C:8]([O:10][C:11]([CH3:14])(C)C)=[O:9])[CH2:4][CH2:3]1.[CH:15]1[CH:20]=[CH:19]N=[CH:17][CH:16]=1.[FH:21].C(OC(ON1C(=O)CC[C:34]1=[O:39])=O)C1C=CC=CC=1.